This data is from Forward reaction prediction with 1.9M reactions from USPTO patents (1976-2016). The task is: Predict the product of the given reaction. (1) Given the reactants [CH3:1][N:2]([CH3:7])[CH2:3][CH2:4][CH2:5][Li:6].[CH2:8]=[CH:9][C:10](=[CH2:12])[CH3:11], predict the reaction product. The product is: [CH2:8]=[CH:9][C:10](=[CH2:11])[CH3:12].[CH3:1][N:2]([CH3:7])[CH2:3][CH2:4][CH2:5][Li:6]. (2) Given the reactants [C:1]1([CH2:7][O:8][CH2:9][CH:10]2[O:15][CH2:14][CH2:13][NH:12][CH2:11]2)[CH:6]=[CH:5][CH:4]=[CH:3][CH:2]=1.[C:16](O[C:16]([O:18][C:19]([CH3:22])([CH3:21])[CH3:20])=[O:17])([O:18][C:19]([CH3:22])([CH3:21])[CH3:20])=[O:17], predict the reaction product. The product is: [C:19]([O:18][C:16]([N:12]1[CH2:13][CH2:14][O:15][CH:10]([CH2:9][O:8][CH2:7][C:1]2[CH:6]=[CH:5][CH:4]=[CH:3][CH:2]=2)[CH2:11]1)=[O:17])([CH3:22])([CH3:21])[CH3:20].